Dataset: Full USPTO retrosynthesis dataset with 1.9M reactions from patents (1976-2016). Task: Predict the reactants needed to synthesize the given product. (1) Given the product [OH:48][C@@H:49]([CH3:50])[C:8]([N:5]1[CH2:6][CH2:7][C@@H:2]([O:1][C:17]2[CH:24]=[CH:23][C:22]([C:25]3[N:30]=[C:29]([NH:31][C:32]4[CH:37]=[CH:36][C:35]([N:38]5[CH2:43][CH2:42][N:41]([CH:44]6[CH2:47][O:46][CH2:45]6)[CH2:40][CH2:39]5)=[CH:34][CH:33]=4)[N:28]=[CH:27][N:26]=3)=[CH:21][C:18]=2[C:19]#[N:20])[CH2:3][C@H:4]1[CH3:15])=[O:10], predict the reactants needed to synthesize it. The reactants are: [OH:1][C@@H:2]1[CH2:7][CH2:6][N:5]([C:8]([O:10]C(C)(C)C)=O)[C@H:4]([CH3:15])[CH2:3]1.F[C:17]1[CH:24]=[CH:23][C:22]([C:25]2[N:30]=[C:29]([NH:31][C:32]3[CH:37]=[CH:36][C:35]([N:38]4[CH2:43][CH2:42][N:41]([CH:44]5[CH2:47][O:46][CH2:45]5)[CH2:40][CH2:39]4)=[CH:34][CH:33]=3)[N:28]=[CH:27][N:26]=2)=[CH:21][C:18]=1[C:19]#[N:20].[OH:48][C@@H:49](C)[C:50](O)=O. (2) Given the product [CH2:17]([NH:24][S:25]([C:28]1[CH:33]=[CH:32][C:31]([N:34]2[CH2:39][CH2:38][CH:37]([NH:1][CH2:2][CH:3]([OH:16])[CH2:4][O:5][C:6]3[C:14]4[NH:13][C:12](=[O:15])[NH:11][C:10]=4[CH:9]=[CH:8][CH:7]=3)[CH2:36][CH2:35]2)=[CH:30][CH:29]=1)(=[O:26])=[O:27])[C:18]1[CH:19]=[CH:20][CH:21]=[CH:22][CH:23]=1, predict the reactants needed to synthesize it. The reactants are: [NH2:1][CH2:2][C@H:3]([OH:16])[CH2:4][O:5][C:6]1[C:14]2[NH:13][C:12](=[O:15])[NH:11][C:10]=2[CH:9]=[CH:8][CH:7]=1.[CH2:17]([NH:24][S:25]([C:28]1[CH:33]=[CH:32][C:31]([N:34]2[CH2:39][CH2:38][C:37](=O)[CH2:36][CH2:35]2)=[CH:30][CH:29]=1)(=[O:27])=[O:26])[C:18]1[CH:23]=[CH:22][CH:21]=[CH:20][CH:19]=1. (3) The reactants are: Cl[O-:2].[Na+].S(=O)(=O)(O)N.[O:9]1[C:13]2[CH:14]=[CH:15][CH:16]=[CH:17][C:12]=2[CH:11]=[C:10]1[CH:18]1[CH2:23][CH2:22][CH:21]([CH:24]=[O:25])[CH2:20][CH2:19]1. Given the product [O:9]1[C:13]2[CH:14]=[CH:15][CH:16]=[CH:17][C:12]=2[CH:11]=[C:10]1[CH:18]1[CH2:19][CH2:20][CH:21]([C:24]([OH:2])=[O:25])[CH2:22][CH2:23]1, predict the reactants needed to synthesize it. (4) Given the product [CH3:36][CH:35]1[C:30]2[C:29](=[CH:34][CH:33]=[CH:32][CH:31]=2)[CH:27]([CH3:28])[P:17]1[C:11]1[CH:16]=[CH:15][CH:14]=[CH:13][CH:12]=1, predict the reactants needed to synthesize it. The reactants are: C(NCC)C.[Li]CCCC.[C:11]1([PH2:17])[CH:16]=[CH:15][CH:14]=[CH:13][CH:12]=1.C1(P(C2C=CC=CC=2)(O[CH:27]([C:29]2[CH:34]=[CH:33][CH:32]=[CH:31][C:30]=2[CH:35](OP(C2C=CC=CC=2)(C2C=CC=CC=2)=O)[CH3:36])[CH3:28])=O)C=CC=CC=1.[OH-].[Na+]. (5) Given the product [Cl:1][C:2]1[CH:10]=[C:9]([F:11])[CH:8]=[CH:7][C:3]=1[C:48]1[O:49][N:22]=[C:45]([C@H:33]2[C@:32]([C:27]3[CH:28]=[CH:29][C:30]([F:31])=[C:25]([F:24])[CH:26]=3)([OH:47])[CH2:37][CH2:36][N:35]([C:38]([O:40][C:41]([CH3:42])([CH3:43])[CH3:44])=[O:39])[CH2:34]2)[CH:46]=1, predict the reactants needed to synthesize it. The reactants are: [Cl:1][C:2]1[CH:10]=[C:9]([F:11])[CH:8]=[CH:7][C:3]=1C=NO.CC1C=CC(S([NH:22]Cl)(=O)=O)=CC=1.[F:24][C:25]1[CH:26]=[C:27]([C@@:32]2([OH:47])[CH2:37][CH2:36][N:35]([C:38]([O:40][C:41]([CH3:44])([CH3:43])[CH3:42])=[O:39])[CH2:34][C@@H:33]2[C:45]#[CH:46])[CH:28]=[CH:29][C:30]=1[F:31].[CH3:48][OH:49]. (6) Given the product [CH2:21]([O:20][C:19]1[C:18](=[O:28])[N:17]2[C:12]([C:13]([CH3:30])([CH3:29])[O:14][CH2:15][CH2:16]2)=[N:11][C:10]=1[C:8]([NH:7][CH2:6][C:5]1[CH:31]=[CH:32][C:2]([F:1])=[CH:3][C:4]=1[P:41](=[O:50])([OH:58])[O:42][CH2:43][C:44]1[CH:49]=[CH:48][CH:47]=[CH:46][CH:45]=1)=[O:9])[C:22]1[CH:27]=[CH:26][CH:25]=[CH:24][CH:23]=1, predict the reactants needed to synthesize it. The reactants are: [F:1][C:2]1[CH:32]=[CH:31][C:5]([CH2:6][NH:7][C:8]([C:10]2[N:11]=[C:12]3[N:17]([C:18](=[O:28])[C:19]=2[O:20][CH2:21][C:22]2[CH:27]=[CH:26][CH:25]=[CH:24][CH:23]=2)[CH2:16][CH2:15][O:14][C:13]3([CH3:30])[CH3:29])=[O:9])=[C:4](I)[CH:3]=1.C(N(CC)CC)C.[P:41]([O-:58])([O:50]CC1C=CC=CC=1)[O:42][CH2:43][C:44]1[CH:49]=[CH:48][CH:47]=[CH:46][CH:45]=1. (7) Given the product [CH3:44][N:45]([CH3:63])[C:46]1[CH:47]=[CH:48][C:49]([N:52]=[N:53][C:54]2[CH:62]=[CH:61][C:57]([C:58]([NH:10][CH2:11][CH:12]([CH2:17][CH2:18][C:19]([F:42])([F:43])[C:20]([F:40])([F:41])[C:21]([F:38])([F:39])[C:22]([F:36])([F:37])[C:23]([F:34])([F:35])[C:24]([F:32])([F:33])[C:25]([F:30])([F:31])[C:26]([F:29])([F:27])[F:28])[C:13]([O:15][CH3:16])=[O:14])=[O:59])=[CH:56][CH:55]=2)=[CH:50][CH:51]=1, predict the reactants needed to synthesize it. The reactants are: C(N(CC)C(C)C)(C)C.[NH2:10][CH2:11][CH:12]([CH2:17][CH2:18][C:19]([F:43])([F:42])[C:20]([F:41])([F:40])[C:21]([F:39])([F:38])[C:22]([F:37])([F:36])[C:23]([F:35])([F:34])[C:24]([F:33])([F:32])[C:25]([F:31])([F:30])[C:26]([F:29])([F:28])[F:27])[C:13]([O:15][CH3:16])=[O:14].[CH3:44][N:45]([CH3:63])[C:46]1[CH:51]=[CH:50][C:49]([N:52]=[N:53][C:54]2[CH:62]=[CH:61][C:57]([C:58](O)=[O:59])=[CH:56][CH:55]=2)=[CH:48][CH:47]=1.O.